This data is from Forward reaction prediction with 1.9M reactions from USPTO patents (1976-2016). The task is: Predict the product of the given reaction. Given the reactants [C:1]1(CC(O)=O)[C:10]2[C:5](=[CH:6][CH:7]=[CH:8][CH:9]=2)[CH:4]=[CH:3][CH:2]=1.[C:15](Cl)(=[O:19])[C:16](Cl)=O.CN(C)C=O.[NH2:26][C:27]1[CH:28]=[C:29]([N:33]2[C:38](=[O:39])[C:37]([CH2:40][C:41]3[CH:46]=[CH:45][CH:44]=[CH:43][CH:42]=3)=[N:36][C:35]3[CH:47]=[CH:48][CH:49]=[N:50][C:34]2=3)[CH:30]=[CH:31][CH:32]=1, predict the reaction product. The product is: [CH2:40]([C:37]1[C:38](=[O:39])[N:33]([C:29]2[CH:30]=[CH:31][CH:32]=[C:27]([N:26]([C:1]3[C:10]4[C:5](=[CH:6][CH:7]=[CH:8][CH:9]=4)[CH:4]=[CH:3][CH:2]=3)[C:15](=[O:19])[CH3:16])[CH:28]=2)[C:34]2[N:50]=[CH:49][CH:48]=[CH:47][C:35]=2[N:36]=1)[C:41]1[CH:42]=[CH:43][CH:44]=[CH:45][CH:46]=1.